This data is from Experimentally validated miRNA-target interactions with 360,000+ pairs, plus equal number of negative samples. The task is: Binary Classification. Given a miRNA mature sequence and a target amino acid sequence, predict their likelihood of interaction. (1) The miRNA is hsa-miR-6891-5p with sequence UAAGGAGGGGGAUGAGGGG. The protein sequence of the target gene is MFSEQAAQRAHTLLSPPSANNATFARVPVATYTNSSQPFRLGERSFSRQYAHIYATRLIQMRPFLENRAQQHWGSGVGVKKLCELQPEEKCCVVGTLFKAMPLQPSILREVSEEHNLLPQPPRSKYIHPDDELVLEDELQRIKLKGTIDVSKLVTGTVLAVFGSVRDDGKFLVEDYCFADLAPQKPAPPLDTDRFVLLVSGLGLGGGGGESLLGTQLLVDVVTGQLGDEGEQCSAAHVSRVILAGNLLSHSTQSRDSINKAKYLTKKTQAASVEAVKMLDEILLQLSASVPVDVMPGEFD.... Result: 0 (no interaction). (2) The miRNA is rno-miR-450a-5p with sequence UUUUGCGAUGUGUUCCUAAUGU. The protein sequence of the target gene is MPLLEGSVGVEDLVLLEPLVEESLLKNLQLRYENKEIYTYIGNVVISVNPYQQLPIYGPEFIAKYQDYTFYELKPHIYALANVAYQSLRDRDRDQCILITGESGSGKTEASKLVMSYVAAVCGKGEQVNSVKEQLLQSNPVLEAFGNAKTIRNNNSSRFGKYMDIEFDFKGSPLGGVITNYLLEKSRLVKQLKGERNFHIFYQLLAGADEQLLKALKLERDTTGYAYLNHEVSRVDGMDDASSFRAVQSAMAVIGFSEEEIRQVLEVTSMVLKLGNVLVADEFQASGIPASGIRDGRGVR.... Result: 0 (no interaction). (3) The miRNA is mmu-miR-3104-3p with sequence ACGCUCUGCUUUGCUCCCCCAGA. The protein sequence of the target gene is MFQAFPGDYDSGSRCSSSPSAESQYLSSVDSFGSPPTAAASQECAGLGEMPGSFVPTVTAITTSQDLQWLVQPTLISSMAQSQGQPLASQPPAVDPYDMPGTSYSTPGLSAYSTGGASGSGGPSTSTTTSGPVSARPARARPRRPREETLTPEEEEKRRVRRERNKLAAAKCRNRRRELTDRLQAETDQLEEEKAELESEIAELQKEKERLEFVLVAHKPGCKIPYEEGPGPGPLAEVRDLPGSTSAKEDGFGWLLPPPPPPPLPFQSSRDAPPNLTASLFTHSEVQVLGDPFPVVSPSY.... Result: 0 (no interaction). (4) The miRNA is hsa-miR-3174 with sequence UAGUGAGUUAGAGAUGCAGAGCC. The protein sequence of the target gene is MDRAALRAAAMGEKKEGGGGGDAAAAEGGAGAAASRALQQCGQLQKLIDISIGSLRGLRTKCAVSNDLTQQEIRTLEAKLVRYICKQRQCKLSVAPGERTPELNSYPRFSDWLYTFNVRPEVVQEIPRDLTLDALLEMNEAKVKETLRRCGASGDECGRLQYALTCLRKVTGLGGEHKEDSSWSSLDARRESGSGPSTDTLSAASLPWPPGSSQLGRAGNSAQGPRSISVSALPASDSPTPSFSEGLSDTCIPLHASGRLTPRALHSFITPPTTPQLRRHTKLKPPRTPPPPSRKVFQLL.... Result: 0 (no interaction). (5) The miRNA is hsa-miR-4420 with sequence GUCACUGAUGUCUGUAGCUGAG. The protein sequence of the target gene is MRSFLQQDVNKTKSRLNVLNGLANNMDDLKINTDITGAKEELLDDNNFISDKESGVHKPKDCQTSFQKNNTLTLPEELSKDKSENALSGGQSSLFIHAGAPTVSSENFILPKGAAVNGPVSHSSLTKTSNMNKGSVSLTTGQPVDQPTTESCSTLKVAADLQLSTPQKASQHQVLFLLSDVAHAKNPTHSNKKLPTSASVGCDIQNSVGSNIKSDGTLINQVEVGEDGEDLLVKDDCVNTVTGISSGTDGFRSENDTNWDPQKEFIQFLMTNEETVDKAPPHSKIGLEKKRKRKMDVSKI.... Result: 1 (interaction). (6) The miRNA is hsa-miR-3688-5p with sequence AGUGGCAAAGUCUUUCCAUAU. The protein sequence of the target gene is MSCKKQRSRKHSVNEKCNMKIEHYFSPVSKEQQNNCSTSLMRMESRGDPRATTNTQAQRFHSPKKNPEDQTMPQNRTIYVTLKVNHRRNQDMKLKLTHSENSSLYMALNTLQAVRKEIETHQGQEMLVRGTEGIKEYINLGMPLSCFPEGGQVVITFSQSKSKQKEDNHIFGRQDKASTECVKFYIHAIGIGKCKRRIVKCGKLHKKGRKLCVYAFKGETIKDALCKDGRFLSFLENDDWKLIENNDTILESTQPVDELEGRYFQVEVEKRMVPSAAASQNPESEKRNTCVLREQIVAQY.... Result: 0 (no interaction).